This data is from Forward reaction prediction with 1.9M reactions from USPTO patents (1976-2016). The task is: Predict the product of the given reaction. (1) Given the reactants C(N(C[C:15]1[CH:16]=[C:17]([CH:25]=[CH:26][C:27]=1Br)[C:18]([NH:20][C:21]([CH3:24])([CH3:23])[CH3:22])=[O:19])C(C1CC1)=O)C1C=CC=CC=1.[B:29]1([B:29]2[O:33][C:32]([CH3:35])([CH3:34])[C:31]([CH3:37])([CH3:36])[O:30]2)[O:33][C:32]([CH3:35])([CH3:34])[C:31]([CH3:37])([CH3:36])[O:30]1, predict the reaction product. The product is: [C:21]([NH:20][C:18](=[O:19])[C:17]1[CH:16]=[CH:15][C:27]([B:29]2[O:33][C:32]([CH3:35])([CH3:34])[C:31]([CH3:37])([CH3:36])[O:30]2)=[CH:26][CH:25]=1)([CH3:22])([CH3:23])[CH3:24]. (2) Given the reactants [I-].[CH3:2][S+](C)(C)=O.[H-].[Na+].[Br:9][C:10]1[CH:15]=[CH:14][C:13]([S:16]([N:19]2[CH2:24][CH2:23][C:22](=[O:25])[CH:21]([F:26])[CH2:20]2)(=[O:18])=[O:17])=[CH:12][CH:11]=1, predict the reaction product. The product is: [Br:9][C:10]1[CH:11]=[CH:12][C:13]([S:16]([N:19]2[CH2:24][CH2:23][C:22]3([O:25][CH2:2]3)[CH:21]([F:26])[CH2:20]2)(=[O:17])=[O:18])=[CH:14][CH:15]=1. (3) Given the reactants [CH3:1][S:2]([C:5]1[N:10]=[CH:9][C:8]([O:11][C:12]2[CH:13]=[C:14]3[C:18](=[C:19]([O:21][CH:22]4[CH2:27][CH2:26][O:25][CH2:24][CH2:23]4)[CH:20]=2)[NH:17][C:16]([C:28]2[S:29][CH:30]([CH2:33][C:34](O)=[O:35])[CH2:31][N:32]=2)=[CH:15]3)=[CH:7][CH:6]=1)(=[O:4])=[O:3].O.ON1C2C=CC=CC=2N=N1.Cl.C(N=C=NCCCN(C)C)C.[NH:60]1[CH2:65][CH2:64][O:63][CH2:62][CH2:61]1, predict the reaction product. The product is: [CH3:1][S:2]([C:5]1[N:10]=[CH:9][C:8]([O:11][C:12]2[CH:13]=[C:14]3[C:18](=[C:19]([O:21][CH:22]4[CH2:27][CH2:26][O:25][CH2:24][CH2:23]4)[CH:20]=2)[NH:17][C:16]([C:28]2[S:29][CH:30]([CH2:33][C:34]([N:60]4[CH2:65][CH2:64][O:63][CH2:62][CH2:61]4)=[O:35])[CH2:31][N:32]=2)=[CH:15]3)=[CH:7][CH:6]=1)(=[O:3])=[O:4]. (4) Given the reactants [F:1][C:2]1[CH:3]=[C:4]([CH:7]=[C:8]([F:12])[C:9]=1[CH:10]=O)[C:5]#[N:6].Cl.[NH2:14][OH:15].C([O-])(=O)C.[K+], predict the reaction product. The product is: [F:1][C:2]1[CH:3]=[C:4]([CH:7]=[C:8]([F:12])[C:9]=1[CH:10]=[N:14][OH:15])[C:5]#[N:6].